Task: Predict the reactants needed to synthesize the given product.. Dataset: Full USPTO retrosynthesis dataset with 1.9M reactions from patents (1976-2016) (1) The reactants are: [CH2:1]([C:8]1[N:13]=[N:12][C:11]([N:14]2[CH2:19][CH2:18][N:17]([C:20]3[N:25]=[C:24]([C:26]([F:29])([F:28])[F:27])[C:23]([C:30]([O:32]C)=[O:31])=[CH:22][N:21]=3)[C@H:16]([CH3:34])[CH2:15]2)=[C:10]([CH3:35])[C:9]=1[CH3:36])[C:2]1[CH:7]=[CH:6][CH:5]=[CH:4][CH:3]=1.[Li+].[OH-]. Given the product [CH2:1]([C:8]1[N:13]=[N:12][C:11]([N:14]2[CH2:19][CH2:18][N:17]([C:20]3[N:25]=[C:24]([C:26]([F:29])([F:28])[F:27])[C:23]([C:30]([OH:32])=[O:31])=[CH:22][N:21]=3)[C@H:16]([CH3:34])[CH2:15]2)=[C:10]([CH3:35])[C:9]=1[CH3:36])[C:2]1[CH:3]=[CH:4][CH:5]=[CH:6][CH:7]=1, predict the reactants needed to synthesize it. (2) The reactants are: [OH:1][C:2]1[CH:7]=[CH:6][C:5]([C@H:8]2[CH2:12][CH2:11][C:10](=O)[CH2:9]2)=[CH:4][C:3]=1[C:14]([F:17])([F:16])[F:15].[F:18][C:19]1[CH:24]=[CH:23][C:22]([C@H:25]([NH2:27])[CH3:26])=[CH:21][C:20]=1[O:28][CH3:29]. Given the product [F:18][C:19]1[CH:24]=[CH:23][C:22]([C@H:25]([NH:27][CH:10]2[CH2:11][CH2:12][C@H:8]([C:5]3[CH:6]=[CH:7][C:2]([OH:1])=[C:3]([C:14]([F:17])([F:16])[F:15])[CH:4]=3)[CH2:9]2)[CH3:26])=[CH:21][C:20]=1[O:28][CH3:29], predict the reactants needed to synthesize it. (3) The reactants are: Br[C:2]1[C:7]([N:8]([CH2:23][O:24][CH3:25])[S:9]([C:12]2[CH:17]=[CH:16][C:15]([Cl:18])=[C:14]([C:19]([F:22])([F:21])[F:20])[CH:13]=2)(=[O:11])=[O:10])=[CH:6][C:5]([Cl:26])=[CH:4][N:3]=1.C([Mg]Cl)(C)C.CON(C)[C:35](=[O:44])[C:36]1[CH:41]=[CH:40][CH:39]=[CH:38][C:37]=1[S:42][CH3:43]. Given the product [Cl:18][C:15]1[CH:16]=[CH:17][C:12]([S:9]([N:8]([C:7]2[C:2]([C:35](=[O:44])[C:36]3[CH:41]=[CH:40][CH:39]=[CH:38][C:37]=3[S:42][CH3:43])=[N:3][CH:4]=[C:5]([Cl:26])[CH:6]=2)[CH2:23][O:24][CH3:25])(=[O:11])=[O:10])=[CH:13][C:14]=1[C:19]([F:22])([F:21])[F:20], predict the reactants needed to synthesize it.